Dataset: Catalyst prediction with 721,799 reactions and 888 catalyst types from USPTO. Task: Predict which catalyst facilitates the given reaction. Reactant: ClC(Cl)(O[C:5](=[O:11])[O:6][C:7](Cl)(Cl)Cl)Cl.[CH2:13]([O:15][C:16]([C:18]1[C:24]2[NH:25][C:26]3[CH:27]=C(O)[CH:29]=[CH:30][C:31]=3[C:23]=2[C:22]([CH3:34])([CH3:33])[CH2:21][N:20]([C:35](=[O:43])[C:36]2[CH:41]=[CH:40][C:39]([F:42])=[CH:38][CH:37]=2)[CH:19]=1)=[O:17])[CH3:14].C(N(C(C)C)CC)(C)C.[CH3:53][N:54]([CH3:58])[CH2:55][CH2:56][NH2:57]. Product: [CH2:13]([O:15][C:16]([C:18]1[C:24]2[NH:25][C:26]3[CH:27]=[C:7]([O:6][C:5](=[O:11])[NH:57][CH2:56][CH2:55][N:54]([CH3:58])[CH3:53])[CH:29]=[CH:30][C:31]=3[C:23]=2[C:22]([CH3:34])([CH3:33])[CH2:21][N:20]([C:35](=[O:43])[C:36]2[CH:37]=[CH:38][C:39]([F:42])=[CH:40][CH:41]=2)[CH:19]=1)=[O:17])[CH3:14]. The catalyst class is: 2.